The task is: Predict the reaction yield, written as a fraction of the theoretical maximum amount of product (1.0 means a 100% yield; for example, 0.34 means a 34% yield).. This data is from Reaction yield outcomes from USPTO patents with 853,638 reactions. (1) The reactants are [CH2:1]([O:3][C:4](=[O:21])[CH2:5][O:6][C:7]1[CH:12]=[CH:11][C:10]([O:13]CC2C=CC=CC=2)=[CH:9][CH:8]=1)[CH3:2].CCOC(C)=O. The catalyst is [Pd].CCO. The product is [CH2:1]([O:3][C:4](=[O:21])[CH2:5][O:6][C:7]1[CH:12]=[CH:11][C:10]([OH:13])=[CH:9][CH:8]=1)[CH3:2]. The yield is 0.970. (2) The reactants are [Br:1][C:2]1[CH:9]=[CH:8][C:5]([CH:6]=O)=[CH:4][N:3]=1.[CH3:10][O:11][CH2:12][CH2:13][NH2:14].C(O)(=O)C.C(O[BH-](OC(=O)C)OC(=O)C)(=O)C.[Na+]. The catalyst is C(Cl)Cl. The product is [Br:1][C:2]1[N:3]=[CH:4][C:5]([CH2:6][NH:14][CH2:13][CH2:12][O:11][CH3:10])=[CH:8][CH:9]=1. The yield is 0.790. (3) The reactants are [CH2:1]1[C:9]2[C:4](=[CH:5][CH:6]=[CH:7][CH:8]=2)[CH2:3][CH:2]1[C@H:10]1[NH:15][C:14](=[O:16])[C@@H:13]([C@@H:17]([CH3:20])[CH2:18][CH3:19])[N:12]([CH:21]([C:39]2[CH:40]=[N:41][C:42]([CH3:46])=[CH:43][C:44]=2[CH3:45])[C:22]([NH:24][C:25]2[CH:30]=[CH:29][CH:28]=[CH:27][C:26]=2[O:31]CC2C=CC=CC=2)=[O:23])[C:11]1=[O:47]. The catalyst is C(O)C.[Pd]. The product is [CH2:1]1[C:9]2[C:4](=[CH:5][CH:6]=[CH:7][CH:8]=2)[CH2:3][CH:2]1[C@H:10]1[NH:15][C:14](=[O:16])[C@@H:13]([C@@H:17]([CH3:20])[CH2:18][CH3:19])[N:12]([CH:21]([C:39]2[CH:40]=[N:41][C:42]([CH3:46])=[CH:43][C:44]=2[CH3:45])[C:22]([NH:24][C:25]2[CH:30]=[CH:29][CH:28]=[CH:27][C:26]=2[OH:31])=[O:23])[C:11]1=[O:47]. The yield is 0.870. (4) The reactants are [F:1][C:2]1[CH:22]=[CH:21][CH:20]=[CH:19][C:3]=1[CH2:4][N:5]1[C:9]([C:10]([NH2:12])=[O:11])=[CH:8][C:7]([C:13]2[N:18]=[CH:17][CH:16]=[CH:15][N:14]=2)=[N:6]1.C(Cl)(=O)[C:24](Cl)=[O:25]. The catalyst is ClCCCl. The product is [F:1][C:2]1[CH:22]=[CH:21][CH:20]=[CH:19][C:3]=1[CH2:4][N:5]1[C:9]([C:10]([N:12]=[C:24]=[O:25])=[O:11])=[CH:8][C:7]([C:13]2[N:18]=[CH:17][CH:16]=[CH:15][N:14]=2)=[N:6]1. The yield is 0.520. (5) The reactants are [OH:1][C@@:2]([C:23]([F:26])([F:25])[F:24])([CH2:16][C:17]#[C:18][Si](C)(C)C)[CH2:3][C:4]([C:7]1[CH:15]=[CH:14][CH:13]=[CH:12][C:8]=1[C:9]([NH2:11])=[O:10])([CH3:6])[CH3:5]. The catalyst is C1COCC1. The product is [OH:1][C@@:2]([C:23]([F:24])([F:25])[F:26])([CH2:16][C:17]#[CH:18])[CH2:3][C:4]([C:7]1[CH:15]=[CH:14][CH:13]=[CH:12][C:8]=1[C:9]([NH2:11])=[O:10])([CH3:5])[CH3:6]. The yield is 0.330. (6) The reactants are B.O1CCCC1.[CH3:7][C:8]([O:11][C:12](=[O:23])[NH:13][CH2:14][CH2:15][C:16](=[O:22])[C:17]1[S:18][CH:19]=[CH:20][N:21]=1)([CH3:10])[CH3:9].CO.C(OCC)(=O)C. The catalyst is O1CCCC1.CCCC(C)C. The product is [CH3:10][C:8]([O:11][C:12](=[O:23])[NH:13][CH2:14][CH2:15][C@H:16]([OH:22])[C:17]1[S:18][CH:19]=[CH:20][N:21]=1)([CH3:7])[CH3:9]. The yield is 0.670.